The task is: Predict the reactants needed to synthesize the given product.. This data is from Full USPTO retrosynthesis dataset with 1.9M reactions from patents (1976-2016). (1) Given the product [I:7]([O-:10])(=[O:9])=[O:8].[Th+4:2].[I:7]([O-:10])(=[O:9])=[O:8].[I:7]([O-:10])(=[O:9])=[O:8].[I:7]([O-:10])(=[O:9])=[O:8], predict the reactants needed to synthesize it. The reactants are: [229Th].[Th:2].[N+]([O-])(O)=O.[I:7]([O-:10])(=[O:9])=[O:8]. (2) Given the product [CH3:27][C:28]([CH3:33])([CH3:32])[C:29]([NH:23][C:22]1[CH:24]=[CH:25][CH:26]=[C:20]([CH2:19][CH2:18][N:15]2[CH2:14][CH2:13][N:12]([C:8]3[CH:7]=[CH:6][CH:5]=[C:4]4[C:9]=3[CH:10]=[CH:11][C:2]([CH3:1])=[N:3]4)[CH2:17][CH2:16]2)[CH:21]=1)=[O:30], predict the reactants needed to synthesize it. The reactants are: [CH3:1][C:2]1[CH:11]=[CH:10][C:9]2[C:4](=[CH:5][CH:6]=[CH:7][C:8]=2[N:12]2[CH2:17][CH2:16][N:15]([CH2:18][CH2:19][C:20]3[CH:21]=[C:22]([CH:24]=[CH:25][CH:26]=3)[NH2:23])[CH2:14][CH2:13]2)[N:3]=1.[CH3:27][C:28]([CH3:33])([CH3:32])[C:29](Cl)=[O:30]. (3) Given the product [CH2:40]([N:42]([CH2:43][C:14]1[CH:19]=[CH:18][C:17]([O:22][CH2:39][CH2:40][N:42]([CH2:44][CH2:45][CH2:46][O:47][CH3:48])[CH3:43])=[CH:16][CH:15]=1)[C:44]1[CH:45]=[C:46]([O:47][CH3:48])[CH:7]=[CH:6][C:5]=1[C@@H:12]1[CH2:21][CH2:20][C:19]2[CH:18]=[C:17]([OH:22])[CH:16]=[CH:15][C:14]=2[CH2:13]1)[CH3:39], predict the reactants needed to synthesize it. The reactants are: C(N(C(=O)C1C=CC(O)=CC=1)C1C=C(OC)[CH:7]=[CH:6][C:5]=1[C@@H:12]1[CH2:21][CH2:20][C:19]2[CH:18]=[C:17]([O:22]C(=O)C(C)(C)C)[CH:16]=[CH:15][C:14]=2[CH2:13]1)C.Cl[CH2:39][C:40]([N:42]([CH2:44][CH2:45][CH2:46][O:47][CH3:48])[CH3:43])=O. (4) Given the product [CH3:1][C@H:2]([CH2:15][CH2:16][CH2:17][CH:18]=[O:19])[CH2:3][CH2:4][C:5]1[CH:10]=[CH:9][CH:8]=[CH:7][C:6]=1[C:11]([OH:14])([CH3:12])[CH3:13], predict the reactants needed to synthesize it. The reactants are: [CH3:1][C@H:2]([CH2:15][CH2:16][CH2:17][CH2:18][OH:19])[CH2:3][CH2:4][C:5]1[CH:10]=[CH:9][CH:8]=[CH:7][C:6]=1[C:11]([OH:14])([CH3:13])[CH3:12].C(N(CC)CC)C.